From a dataset of NCI-60 drug combinations with 297,098 pairs across 59 cell lines. Regression. Given two drug SMILES strings and cell line genomic features, predict the synergy score measuring deviation from expected non-interaction effect. Drug 1: C1CCC(C1)C(CC#N)N2C=C(C=N2)C3=C4C=CNC4=NC=N3. Drug 2: C1=CN(C=N1)CC(O)(P(=O)(O)O)P(=O)(O)O. Cell line: SK-MEL-5. Synergy scores: CSS=-3.60, Synergy_ZIP=8.23, Synergy_Bliss=9.83, Synergy_Loewe=-13.0, Synergy_HSA=-8.24.